From a dataset of HIV replication inhibition screening data with 41,000+ compounds from the AIDS Antiviral Screen. Binary Classification. Given a drug SMILES string, predict its activity (active/inactive) in a high-throughput screening assay against a specified biological target. The drug is COc1nc(C)nc2sc3c(c12)CCCC3. The result is 0 (inactive).